This data is from Experimental lipophilicity measurements (octanol/water distribution) for 4,200 compounds from AstraZeneca. The task is: Regression/Classification. Given a drug SMILES string, predict its absorption, distribution, metabolism, or excretion properties. Task type varies by dataset: regression for continuous measurements (e.g., permeability, clearance, half-life) or binary classification for categorical outcomes (e.g., BBB penetration, CYP inhibition). For this dataset (lipophilicity_astrazeneca), we predict Y. The molecule is O=C(NC[C@@H](O)CN1CCC(Oc2ccc(Cl)c(Cl)c2)CC1)c1c[nH]nc1C(F)(F)F. The Y is 3.34 logD.